Dataset: Catalyst prediction with 721,799 reactions and 888 catalyst types from USPTO. Task: Predict which catalyst facilitates the given reaction. Reactant: Cl[CH2:2][C:3]([NH:5][C:6]1[CH:11]=[CH:10][CH:9]=[C:8]([CH3:12])[C:7]=1[OH:13])=[O:4].C(=O)([O-])[O-].[K+].[K+].[I-].[Na+].O. Product: [CH3:12][C:8]1[C:7]2[O:13][CH2:2][C:3](=[O:4])[NH:5][C:6]=2[CH:11]=[CH:10][CH:9]=1. The catalyst class is: 9.